This data is from Reaction yield outcomes from USPTO patents with 853,638 reactions. The task is: Predict the reaction yield, written as a fraction of the theoretical maximum amount of product (1.0 means a 100% yield; for example, 0.34 means a 34% yield). (1) The reactants are Cl.[C:2](Cl)(=[O:9])[C:3]1[CH:8]=[CH:7][N:6]=[CH:5][CH:4]=1.C(N(CC)CC)C.O1CCCC1.Cl.[NH2:24][C:25]1[C:26]([OH:34])=[C:27]([CH:31]=[CH:32][CH:33]=1)[C:28]([OH:30])=[O:29]. The catalyst is C(Cl)Cl. The product is [OH:34][C:26]1[C:25]([NH:24][C:2](=[O:9])[C:3]2[CH:8]=[CH:7][N:6]=[CH:5][CH:4]=2)=[CH:33][CH:32]=[CH:31][C:27]=1[C:28]([OH:30])=[O:29]. The yield is 0.730. (2) The reactants are [CH3:1][C:2]([CH3:8])([CH3:7])[CH2:3][C:4](Cl)=[O:5].[Br:9][C:10]1[CH:15]=[CH:14][C:13]([NH2:16])=[C:12]([C:17]([F:20])([F:19])[F:18])[CH:11]=1.O. The catalyst is C(#N)C. The product is [Br:9][C:10]1[CH:15]=[CH:14][C:13]([NH:16][C:4](=[O:5])[CH2:3][C:2]([CH3:8])([CH3:7])[CH3:1])=[C:12]([C:17]([F:18])([F:19])[F:20])[CH:11]=1. The yield is 0.790.